From a dataset of Peptide-MHC class II binding affinity with 134,281 pairs from IEDB. Regression. Given a peptide amino acid sequence and an MHC pseudo amino acid sequence, predict their binding affinity value. This is MHC class II binding data. (1) The peptide sequence is FFKVAATAANAAPAN. The MHC is DRB1_0701 with pseudo-sequence DRB1_0701. The binding affinity (normalized) is 0.509. (2) The peptide sequence is LSSKFNKFVSPKSVS. The MHC is DRB1_0404 with pseudo-sequence DRB1_0404. The binding affinity (normalized) is 0.623.